The task is: Binary Classification. Given a drug SMILES string, predict its activity (active/inactive) in a high-throughput screening assay against a specified biological target.. This data is from Serine/threonine kinase 33 screen with 319,792 compounds. (1) The compound is O=C(N1CCN(CC1)c1n(c2c(n1)cccc2)CC)NC1CCCCC1. The result is 0 (inactive). (2) The molecule is S(=O)(=O)(NCc1ccccc1)c1c(nc2sccn2c1=O)C. The result is 0 (inactive).